This data is from Catalyst prediction with 721,799 reactions and 888 catalyst types from USPTO. The task is: Predict which catalyst facilitates the given reaction. (1) Reactant: C(Cl)(=O)C(Cl)=O.CS(C)=O.[Cl:11][C:12]1[CH:17]=[CH:16][C:15]([C:18]2[CH2:23][C:22]([CH3:25])([CH3:24])[O:21][CH2:20][C:19]=2[CH2:26][OH:27])=[CH:14][CH:13]=1.C(N(CC)CC)C. Product: [Cl:11][C:12]1[CH:17]=[CH:16][C:15]([C:18]2[CH2:23][C:22]([CH3:24])([CH3:25])[O:21][CH2:20][C:19]=2[CH:26]=[O:27])=[CH:14][CH:13]=1. The catalyst class is: 363. (2) Reactant: [F:1][C:2]([F:17])([F:16])[C:3]1[CH:4]=[C:5](B(O)O)[CH:6]=[C:7]([C:9]([F:12])([F:11])[F:10])[CH:8]=1.[F:18][C:19]1[CH:20]=[C:21]([CH:31]([NH:33][C:34]([C:36]2[N:37]=[C:38](Cl)[O:39][CH:40]=2)=[O:35])[CH3:32])[CH:22]=[C:23]([F:30])[C:24]=1[NH:25][S:26]([CH3:29])(=[O:28])=[O:27].C([O-])([O-])=O.[Cs+].[Cs+]. Product: [F:30][C:23]1[CH:22]=[C:21]([CH:31]([NH:33][C:34]([C:36]2[N:37]=[C:38]([C:5]3[CH:4]=[C:3]([C:2]([F:17])([F:16])[F:1])[CH:8]=[C:7]([C:9]([F:12])([F:11])[F:10])[CH:6]=3)[O:39][CH:40]=2)=[O:35])[CH3:32])[CH:20]=[C:19]([F:18])[C:24]=1[NH:25][S:26]([CH3:29])(=[O:28])=[O:27]. The catalyst class is: 235. (3) Reactant: [ClH:1].[N:2]1([CH:7]2[CH2:11][CH2:10][NH:9][CH2:8]2)[CH2:6][CH2:5][CH2:4][CH2:3]1.[CH2:12]([C:19]1[CH:27]=[CH:26][C:22]([C:23](O)=[O:24])=[CH:21][CH:20]=1)[C:13]1[CH:18]=[CH:17][CH:16]=[CH:15][CH:14]=1.F[P-](F)(F)(F)(F)F.N1(O[P+](N2CCCC2)(N2CCCC2)N2CCCC2)C2C=CC=CC=2N=N1. Product: [ClH:1].[CH2:12]([C:19]1[CH:20]=[CH:21][C:22]([C:23]([N:9]2[CH2:10][CH2:11][C@H:7]([N:2]3[CH2:6][CH2:5][CH2:4][CH2:3]3)[CH2:8]2)=[O:24])=[CH:26][CH:27]=1)[C:13]1[CH:14]=[CH:15][CH:16]=[CH:17][CH:18]=1. The catalyst class is: 347. (4) Reactant: C(N(CC)CC)C.[CH3:8][S:9](Cl)(=[O:11])=[O:10].[F:13][C:14]1[CH:19]=[CH:18][C:17]([C:20]2[CH:25]=[CH:24][C:23]([C:26](=[N:28][O:29][CH2:30][CH2:31][OH:32])[CH3:27])=[CH:22][CH:21]=2)=[CH:16][CH:15]=1. Product: [CH3:8][S:9]([O:32][CH2:31][CH2:30][O:29][N:28]=[C:26]([C:23]1[CH:24]=[CH:25][C:20]([C:17]2[CH:16]=[CH:15][C:14]([F:13])=[CH:19][CH:18]=2)=[CH:21][CH:22]=1)[CH3:27])(=[O:11])=[O:10]. The catalyst class is: 4. (5) Reactant: [Br:1][C:2]1[CH:10]=[CH:9][C:8]([OH:11])=[C:7]2[C:3]=1[CH2:4][NH:5][C:6]2=[O:12].[Cl:13][CH2:14][CH2:15][CH2:16]O.C1(P(C2C=CC=CC=2)C2C=CC=CC=2)C=CC=CC=1.CCOC(/N=N/C(OCC)=O)=O. Product: [Br:1][C:2]1[CH:10]=[CH:9][C:8]([O:11][CH2:16][CH2:15][CH2:14][Cl:13])=[C:7]2[C:3]=1[CH2:4][NH:5][C:6]2=[O:12]. The catalyst class is: 4. (6) Reactant: [CH2:1]([O:3][C:4]([N:6]1[CH2:11][CH2:10][CH:9]([C:12]2[C:20]3[C:15](=[N:16][CH:17]=[CH:18][CH:19]=3)[NH:14][CH:13]=2)[CH2:8][CH2:7]1)=[O:5])[CH3:2].[H-].[Na+].Br[CH2:24][CH2:25][O:26][CH3:27].O. Product: [CH2:1]([O:3][C:4]([N:6]1[CH2:11][CH2:10][CH:9]([C:12]2[C:20]3[C:15](=[N:16][CH:17]=[CH:18][CH:19]=3)[N:14]([CH2:24][CH2:25][O:26][CH3:27])[CH:13]=2)[CH2:8][CH2:7]1)=[O:5])[CH3:2]. The catalyst class is: 3. (7) Reactant: [CH3:1][O:2][C:3]1[CH:8]=[C:7]([N+:9]([O-:11])=[O:10])[CH:6]=[CH:5][C:4]=1[N:12]1[CH2:17][CH2:16][NH:15][CH2:14][CH2:13]1.Cl[CH2:19][CH2:20][O:21][CH:22]1[CH2:24][CH2:23]1.C(=O)([O-])[O-].[K+].[K+].[I-].[K+]. Product: [CH:22]1([O:21][CH2:20][CH2:19][N:15]2[CH2:16][CH2:17][N:12]([C:4]3[CH:5]=[CH:6][C:7]([N+:9]([O-:11])=[O:10])=[CH:8][C:3]=3[O:2][CH3:1])[CH2:13][CH2:14]2)[CH2:24][CH2:23]1. The catalyst class is: 255. (8) Reactant: [F:1][C:2]1[CH:28]=[C:27]([N+:29]([O-:31])=[O:30])[CH:26]=[CH:25][C:3]=1[O:4][C:5]1[C:14]2[C:9](=[CH:10][C:11]([O:17][CH2:18][CH:19]3[CH2:24][CH2:23][NH:22][CH2:21][CH2:20]3)=[C:12]([O:15][CH3:16])[CH:13]=2)[N:8]=[CH:7][CH:6]=1.C=O.[C:34](O[BH-](OC(=O)C)OC(=O)C)(=O)C.[Na+].[OH-].[Na+]. Product: [F:1][C:2]1[CH:28]=[C:27]([N+:29]([O-:31])=[O:30])[CH:26]=[CH:25][C:3]=1[O:4][C:5]1[C:14]2[C:9](=[CH:10][C:11]([O:17][CH2:18][CH:19]3[CH2:24][CH2:23][N:22]([CH3:34])[CH2:21][CH2:20]3)=[C:12]([O:15][CH3:16])[CH:13]=2)[N:8]=[CH:7][CH:6]=1. The catalyst class is: 47.